From a dataset of Reaction yield outcomes from USPTO patents with 853,638 reactions. Predict the reaction yield, written as a fraction of the theoretical maximum amount of product (1.0 means a 100% yield; for example, 0.34 means a 34% yield). (1) The reactants are Cl[C:2]1[CH:7]=[CH:6][N:5]=[C:4]2[CH:8]=[C:9]([C:11]([N:13]3[CH2:17][CH2:16][CH2:15][C@H:14]3[CH2:18][O:19][Si](C(C)(C)C)(C)C)=[O:12])[S:10][C:3]=12.[CH:27]1([NH:30][C:31]([C:33]2[C:34]3[CH:42]=[CH:41][C:40]([OH:43])=[CH:39][C:35]=3[S:36][C:37]=2[CH3:38])=[O:32])[CH2:29][CH2:28]1.C([O-])([O-])=O.[Cs+].[Cs+]. No catalyst specified. The product is [CH:27]1([NH:30][C:31]([C:33]2[C:34]3[CH:42]=[CH:41][C:40]([O:43][C:2]4[CH:7]=[CH:6][N:5]=[C:4]5[CH:8]=[C:9]([C:11]([N:13]6[CH2:17][CH2:16][CH2:15][C@H:14]6[CH2:18][OH:19])=[O:12])[S:10][C:3]=45)=[CH:39][C:35]=3[S:36][C:37]=2[CH3:38])=[O:32])[CH2:29][CH2:28]1. The yield is 0.520. (2) The product is [C:1]([O:5][C:6]([C:8]1[C:9]([O:26][S:36]([C:39]([F:42])([F:41])[F:40])(=[O:38])=[O:37])=[N:10][C:11]2[C:16]([C:17]=1[C:18]1[CH:23]=[CH:22][CH:21]=[C:20]([Cl:24])[CH:19]=1)=[CH:15][C:14]([Cl:25])=[CH:13][CH:12]=2)=[O:7])([CH3:4])([CH3:2])[CH3:3]. The yield is 0.710. The reactants are [C:1]([O:5][C:6]([C:8]1[C:9]([OH:26])=[N:10][C:11]2[C:16]([C:17]=1[C:18]1[CH:23]=[CH:22][CH:21]=[C:20]([Cl:24])[CH:19]=1)=[CH:15][C:14]([Cl:25])=[CH:13][CH:12]=2)=[O:7])([CH3:4])([CH3:3])[CH3:2].[H-].[Na+].C1C=CC(N([S:36]([C:39]([F:42])([F:41])[F:40])(=[O:38])=[O:37])[S:36]([C:39]([F:42])([F:41])[F:40])(=[O:38])=[O:37])=CC=1. The catalyst is CN(C=O)C. (3) The reactants are C([O:3][C:4](=[O:37])[C:5]([O:8][C:9]1[CH:14]=[CH:13][C:12]([O:15][CH2:16][CH2:17][C:18]2[N:19]=[C:20]([C:24]3[CH:29]=[CH:28][C:27]([O:30][CH:31]4[CH2:36][CH2:35][CH2:34][CH2:33][CH2:32]4)=[CH:26][CH:25]=3)[O:21][C:22]=2[CH3:23])=[CH:11][CH:10]=1)([CH3:7])[CH3:6])C.[OH-].[Na+]. The catalyst is C(O)C. The product is [CH:31]1([O:30][C:27]2[CH:26]=[CH:25][C:24]([C:20]3[O:21][C:22]([CH3:23])=[C:18]([CH2:17][CH2:16][O:15][C:12]4[CH:11]=[CH:10][C:9]([O:8][C:5]([CH3:7])([CH3:6])[C:4]([OH:37])=[O:3])=[CH:14][CH:13]=4)[N:19]=3)=[CH:29][CH:28]=2)[CH2:32][CH2:33][CH2:34][CH2:35][CH2:36]1. The yield is 0.950. (4) The reactants are [F:1][CH:2]1[C:7]([C:8]2[C:16]3[C:11](=[CH:12][CH:13]=[C:14]([NH2:17])[CH:15]=3)[NH:10][CH:9]=2)=[CH:6][CH2:5][N:4]([CH3:18])[CH2:3]1.I.CS[C:22]([C:24]1[S:25][CH:26]=[CH:27][CH:28]=1)=[NH:23]. The catalyst is C(O)C. The product is [F:1][CH:2]1[C:7]([C:8]2[C:16]3[C:11](=[CH:12][CH:13]=[C:14]([NH:17][C:22]([C:24]4[S:25][CH:26]=[CH:27][CH:28]=4)=[NH:23])[CH:15]=3)[NH:10][CH:9]=2)=[CH:6][CH2:5][N:4]([CH3:18])[CH2:3]1. The yield is 0.580. (5) The reactants are [CH3:1][O:2][C:3](=[O:20])[C:4]1[CH:9]=[CH:8][C:7](/[CH:10]=[CH:11]/[C:12]([O:14][C:15]([CH3:18])([CH3:17])[CH3:16])=[O:13])=[C:6]([CH3:19])[CH:5]=1. The catalyst is CO.[Pd]. The product is [CH3:1][O:2][C:3](=[O:20])[C:4]1[CH:9]=[CH:8][C:7]([CH2:10][CH2:11][C:12]([O:14][C:15]([CH3:16])([CH3:17])[CH3:18])=[O:13])=[C:6]([CH3:19])[CH:5]=1. The yield is 0.840. (6) The reactants are Br[C:2]1[N:7]=[N:6][C:5]([NH2:8])=[N:4][C:3]=1[C:9]1[CH:14]=[CH:13][CH:12]=[CH:11][CH:10]=1.[CH:15]([C:18]1[CH:23]=[CH:22][CH:21]=[CH:20][C:19]=1[OH:24])([CH3:17])[CH3:16]. No catalyst specified. The product is [C:9]1([C:3]2[N:4]=[C:5]([NH2:8])[N:6]=[N:7][C:2]=2[O:24][C:19]2[CH:20]=[CH:21][CH:22]=[CH:23][C:18]=2[CH:15]([CH3:17])[CH3:16])[CH:14]=[CH:13][CH:12]=[CH:11][CH:10]=1. The yield is 0.0700. (7) The yield is 0.920. The catalyst is O1CCCC1.CCCCCC.O. The product is [Si:12]([O:11][CH:7]1[C:5]2[CH:6]=[C:2]([CH:26]=[O:27])[S:3][C:4]=2[CH2:10][CH2:9][CH2:8]1)([C:15]([CH3:18])([CH3:17])[CH3:16])([CH3:14])[CH3:13]. The reactants are Br[C:2]1[S:3][C:4]2[CH2:10][CH2:9][CH2:8][CH:7]([O:11][Si:12]([C:15]([CH3:18])([CH3:17])[CH3:16])([CH3:14])[CH3:13])[C:5]=2[CH:6]=1.C([Li])CCC.CN(C)[CH:26]=[O:27].[Cl-].[NH4+].